This data is from Catalyst prediction with 721,799 reactions and 888 catalyst types from USPTO. The task is: Predict which catalyst facilitates the given reaction. (1) Reactant: [Cl:1][C:2]1[CH:7]=[CH:6][C:5]([O:8][CH3:9])=[CH:4][C:3]=1[N+:10]([O-])=O.[CH:13]([Mg]Br)=[CH2:14]. Product: [Cl:1][C:2]1[CH:7]=[CH:6][C:5]([O:8][CH3:9])=[C:4]2[C:3]=1[NH:10][CH:14]=[CH:13]2. The catalyst class is: 7. (2) Reactant: [CH3:1][O:2][C:3]([C:5]1([C:11]2[CH:16]=[CH:15][C:14]([NH2:17])=[C:13](Br)[CH:12]=2)[CH2:10][CH2:9][O:8][CH2:7][CH2:6]1)=[O:4].[CH3:19][C:20]1([CH3:29])[CH2:25][CH2:24][C:23](B(O)O)=[CH:22][CH2:21]1.[O-]P([O-])([O-])=O.[K+].[K+].[K+].CCOC(C)=O. Product: [CH3:1][O:2][C:3]([C:5]1([C:11]2[CH:16]=[CH:15][C:14]([NH2:17])=[C:13]([C:23]3[CH2:24][CH2:25][C:20]([CH3:29])([CH3:19])[CH2:21][CH:22]=3)[CH:12]=2)[CH2:10][CH2:9][O:8][CH2:7][CH2:6]1)=[O:4]. The catalyst class is: 3. (3) Reactant: [H-].[Na+].[C:3]([O:7][C:8]([C:10]1[CH:20]=[C:19]([O:21][C:22]2[CH:27]=[CH:26][C:25]([S:28]([CH3:31])(=[O:30])=[O:29])=[CH:24][CH:23]=2)[C:13]2[CH2:14][CH:15]([CH2:17][OH:18])[O:16][C:12]=2[CH:11]=1)=[O:9])([CH3:6])([CH3:5])[CH3:4].[CH3:32]I. Product: [C:3]([O:7][C:8]([C:10]1[CH:20]=[C:19]([O:21][C:22]2[CH:23]=[CH:24][C:25]([S:28]([CH3:31])(=[O:30])=[O:29])=[CH:26][CH:27]=2)[C:13]2[CH2:14][CH:15]([CH2:17][O:18][CH3:32])[O:16][C:12]=2[CH:11]=1)=[O:9])([CH3:5])([CH3:6])[CH3:4]. The catalyst class is: 1. (4) Reactant: [Cl:1][C:2]1[CH:7]=[CH:6][CH:5]=[C:4]([Cl:8])[C:3]=1[F:9].C([Li])CCC.C(O[B:19]1[O:23][C:22]([CH3:25])([CH3:24])[C:21]([CH3:27])([CH3:26])[O:20]1)(C)C.Cl. Product: [Cl:1][C:2]1[C:3]([F:9])=[C:4]([Cl:8])[CH:5]=[CH:6][C:7]=1[B:19]1[O:23][C:22]([CH3:25])([CH3:24])[C:21]([CH3:27])([CH3:26])[O:20]1. The catalyst class is: 90. (5) Reactant: [Br:1][C:2]1[N:7]=[C:6]([Cl:8])[C:5]([NH:9][CH3:10])=[C:4]([NH2:11])[CH:3]=1.[C:12](Cl)(=[O:15])[CH2:13][CH3:14].O. Product: [Br:1][C:2]1[N:7]=[C:6]([Cl:8])[C:5]([NH:9][CH3:10])=[C:4]([NH:11][C:12](=[O:15])[CH2:13][CH3:14])[CH:3]=1. The catalyst class is: 17. (6) Reactant: [NH2:1][C:2]1[N:10]=[CH:9][CH:8]=[CH:7][C:3]=1[C:4]([OH:6])=O.[CH2:11]([O:18][C:19]1[CH:26]=[CH:25][C:22]([CH2:23][NH2:24])=[C:21]([F:27])[CH:20]=1)[C:12]1[CH:17]=[CH:16][CH:15]=[CH:14][CH:13]=1.CCN=C=NCCCN(C)C.N1C=CC=CC=1. Product: [CH2:11]([O:18][C:19]1[CH:26]=[CH:25][C:22]([CH2:23][NH:24][C:4](=[O:6])[C:3]2[CH:7]=[CH:8][CH:9]=[N:10][C:2]=2[NH2:1])=[C:21]([F:27])[CH:20]=1)[C:12]1[CH:13]=[CH:14][CH:15]=[CH:16][CH:17]=1. The catalyst class is: 6.